Task: Predict the product of the given reaction.. Dataset: Forward reaction prediction with 1.9M reactions from USPTO patents (1976-2016) (1) The product is: [C:1]1([N:7]2[C:11]([C:12]([Cl:15])([Cl:13])[Cl:14])=[N:10][C:9]([C:16]([OH:18])=[O:17])=[N:8]2)[CH:2]=[CH:3][CH:4]=[CH:5][CH:6]=1. Given the reactants [C:1]1([N:7]2[C:11]([C:12]([Cl:15])([Cl:14])[Cl:13])=[N:10][C:9]([C:16]([O:18]CC)=[O:17])=[N:8]2)[CH:6]=[CH:5][CH:4]=[CH:3][CH:2]=1.O.[OH-].[Li+].C(O)(=O)C, predict the reaction product. (2) The product is: [C:20]([N:27]1[CH2:32][CH2:31][CH:30]([C:33]([NH:34][C:35]2[CH:43]=[CH:42][C:41]([S:44]([N:47]([CH3:48])[CH3:49])(=[O:45])=[O:46])=[CH:40][C:36]=2[C:37]([NH:50][C:51]2[CH:56]=[CH:55][C:54]([Cl:57])=[CH:53][N:52]=2)=[O:39])=[O:38])[CH2:29][CH2:28]1)([O:22][C:23]([CH3:26])([CH3:25])[CH3:24])=[O:21]. Given the reactants CNS(N(S(NC)(=O)=O)C(=O)C1C=CC=CC=1)(=O)=O.[C:20]([N:27]1[CH2:32][CH2:31][CH:30]([C:33]2[O:38][C:37](=[O:39])[C:36]3[CH:40]=[C:41]([S:44]([N:47]([CH3:49])[CH3:48])(=[O:46])=[O:45])[CH:42]=[CH:43][C:35]=3[N:34]=2)[CH2:29][CH2:28]1)([O:22][C:23]([CH3:26])([CH3:25])[CH3:24])=[O:21].[NH2:50][C:51]1[CH:56]=[CH:55][C:54]([Cl:57])=[CH:53][N:52]=1, predict the reaction product.